This data is from Full USPTO retrosynthesis dataset with 1.9M reactions from patents (1976-2016). The task is: Predict the reactants needed to synthesize the given product. (1) Given the product [NH2:21][C:18]1[N:17]=[CH:16][N:15]=[C:14]2[C:19]=1[N:20]=[C:12]([S:11][C:3]1[C:2]([Br:1])=[CH:10][C:6]3[O:7][CH2:8][O:9][C:5]=3[CH:4]=1)[N:13]2[CH2:22][CH2:23][CH:24]1[CH2:25][CH2:26][N:27]([C:36](=[O:37])[CH2:35][NH:34][S:31]([CH3:30])(=[O:33])=[O:32])[CH2:28][CH2:29]1, predict the reactants needed to synthesize it. The reactants are: [Br:1][C:2]1[C:3]([S:11][C:12]2[N:13]([CH2:22][CH2:23][CH:24]3[CH2:29][CH2:28][NH:27][CH2:26][CH2:25]3)[C:14]3[C:19]([N:20]=2)=[C:18]([NH2:21])[N:17]=[CH:16][N:15]=3)=[CH:4][C:5]2[O:9][CH2:8][O:7][C:6]=2[CH:10]=1.[CH3:30][S:31]([NH:34][CH2:35][C:36](O)=[O:37])(=[O:33])=[O:32]. (2) The reactants are: [CH3:1][C:2]1[C:3](=O)[CH2:4][CH2:5][C:6]([CH3:9])([CH3:8])[CH:7]=1.[CH3:11]C(C)([O-])C.[K+].O1CCCC1. Given the product [CH2:11]=[C:3]1[CH2:4][CH2:5][C:6]([CH3:9])([CH3:8])[CH:7]=[C:2]1[CH3:1], predict the reactants needed to synthesize it.